From a dataset of NCI-60 drug combinations with 297,098 pairs across 59 cell lines. Regression. Given two drug SMILES strings and cell line genomic features, predict the synergy score measuring deviation from expected non-interaction effect. (1) Drug 1: CCC1=C2CN3C(=CC4=C(C3=O)COC(=O)C4(CC)O)C2=NC5=C1C=C(C=C5)O. Drug 2: CC1=C(C(=O)C2=C(C1=O)N3CC4C(C3(C2COC(=O)N)OC)N4)N. Cell line: A498. Synergy scores: CSS=31.1, Synergy_ZIP=-11.1, Synergy_Bliss=-4.91, Synergy_Loewe=-3.82, Synergy_HSA=-3.62. (2) Drug 1: CC1=CC2C(CCC3(C2CCC3(C(=O)C)OC(=O)C)C)C4(C1=CC(=O)CC4)C. Drug 2: CC1C(C(CC(O1)OC2CC(OC(C2O)C)OC3=CC4=CC5=C(C(=O)C(C(C5)C(C(=O)C(C(C)O)O)OC)OC6CC(C(C(O6)C)O)OC7CC(C(C(O7)C)O)OC8CC(C(C(O8)C)O)(C)O)C(=C4C(=C3C)O)O)O)O. Cell line: IGROV1. Synergy scores: CSS=1.18, Synergy_ZIP=1.81, Synergy_Bliss=1.97, Synergy_Loewe=3.02, Synergy_HSA=0.421. (3) Drug 1: C1CCC(C(C1)N)N.C(=O)(C(=O)[O-])[O-].[Pt+4]. Drug 2: CC(C)CN1C=NC2=C1C3=CC=CC=C3N=C2N. Cell line: EKVX. Synergy scores: CSS=11.6, Synergy_ZIP=-2.52, Synergy_Bliss=0.344, Synergy_Loewe=1.17, Synergy_HSA=0.626. (4) Drug 1: CC=C1C(=O)NC(C(=O)OC2CC(=O)NC(C(=O)NC(CSSCCC=C2)C(=O)N1)C(C)C)C(C)C. Drug 2: C1CN(CCN1C(=O)CCBr)C(=O)CCBr. Cell line: HCT-15. Synergy scores: CSS=3.41, Synergy_ZIP=-5.87, Synergy_Bliss=-7.50, Synergy_Loewe=-7.46, Synergy_HSA=-5.24. (5) Cell line: PC-3. Drug 2: CC1C(C(CC(O1)OC2CC(CC3=C2C(=C4C(=C3O)C(=O)C5=CC=CC=C5C4=O)O)(C(=O)C)O)N)O. Synergy scores: CSS=59.4, Synergy_ZIP=-5.84, Synergy_Bliss=-3.02, Synergy_Loewe=-1.99, Synergy_HSA=2.61. Drug 1: C1CC(C1)(C(=O)O)C(=O)O.[NH2-].[NH2-].[Pt+2]. (6) Drug 1: CS(=O)(=O)CCNCC1=CC=C(O1)C2=CC3=C(C=C2)N=CN=C3NC4=CC(=C(C=C4)OCC5=CC(=CC=C5)F)Cl. Drug 2: CNC(=O)C1=NC=CC(=C1)OC2=CC=C(C=C2)NC(=O)NC3=CC(=C(C=C3)Cl)C(F)(F)F. Cell line: RXF 393. Synergy scores: CSS=2.51, Synergy_ZIP=0.509, Synergy_Bliss=1.08, Synergy_Loewe=-1.79, Synergy_HSA=-0.583. (7) Drug 1: CCC(=C(C1=CC=CC=C1)C2=CC=C(C=C2)OCCN(C)C)C3=CC=CC=C3.C(C(=O)O)C(CC(=O)O)(C(=O)O)O. Drug 2: C1=CC=C(C(=C1)C(C2=CC=C(C=C2)Cl)C(Cl)Cl)Cl. Cell line: 786-0. Synergy scores: CSS=0.0530, Synergy_ZIP=-0.926, Synergy_Bliss=-0.0689, Synergy_Loewe=-2.87, Synergy_HSA=-1.37. (8) Drug 1: CC1=C(N=C(N=C1N)C(CC(=O)N)NCC(C(=O)N)N)C(=O)NC(C(C2=CN=CN2)OC3C(C(C(C(O3)CO)O)O)OC4C(C(C(C(O4)CO)O)OC(=O)N)O)C(=O)NC(C)C(C(C)C(=O)NC(C(C)O)C(=O)NCCC5=NC(=CS5)C6=NC(=CS6)C(=O)NCCC[S+](C)C)O. Drug 2: CC1CCCC2(C(O2)CC(NC(=O)CC(C(C(=O)C(C1O)C)(C)C)O)C(=CC3=CSC(=N3)C)C)C. Cell line: HS 578T. Synergy scores: CSS=63.5, Synergy_ZIP=-4.33, Synergy_Bliss=-8.47, Synergy_Loewe=-8.63, Synergy_HSA=-3.84. (9) Drug 1: CC12CCC(CC1=CCC3C2CCC4(C3CC=C4C5=CN=CC=C5)C)O. Drug 2: CC12CCC3C(C1CCC2OP(=O)(O)O)CCC4=C3C=CC(=C4)OC(=O)N(CCCl)CCCl.[Na+]. Cell line: DU-145. Synergy scores: CSS=-7.56, Synergy_ZIP=0.0239, Synergy_Bliss=-6.18, Synergy_Loewe=-8.60, Synergy_HSA=-7.79.